From a dataset of Reaction yield outcomes from USPTO patents with 853,638 reactions. Predict the reaction yield, written as a fraction of the theoretical maximum amount of product (1.0 means a 100% yield; for example, 0.34 means a 34% yield). (1) The reactants are [NH2:1][C:2]1[S:3][CH:4]=[C:5]([C:7]([O:9][CH2:10][CH3:11])=[O:8])[N:6]=1.[Cl:12]N1C(=O)CCC1=O. The catalyst is C(#N)C.CCOC(C)=O. The product is [NH2:1][C:2]1[S:3][C:4]([Cl:12])=[C:5]([C:7]([O:9][CH2:10][CH3:11])=[O:8])[N:6]=1. The yield is 0.980. (2) The reactants are ClC(=O)C(OC)=O.[C:8]([O:12][C:13]([N:15]1[CH2:20][CH2:19][C:18](C2C=CC=CC=2SC2C=CC(C)=CC=2)(O)[CH2:17][CH2:16]1)=[O:14])([CH3:11])([CH3:10])[CH3:9].CCCC[SnH](CCCC)CCCC.CC(N=NC(C#N)(C)C)(C#N)C. The catalyst is CN(C)C1C=CN=CC=1.C(OCC)(=O)C.C(Cl)(Cl)Cl.CC#N. The product is [C:8]([O:12][C:13]([N:15]1[CH2:20][CH2:19][CH2:18][CH2:17][CH2:16]1)=[O:14])([CH3:11])([CH3:9])[CH3:10]. The yield is 0.670. (3) The catalyst is C(Cl)Cl.CN(C)C=O.O1CCCC1. The product is [CH:1]1([CH2:6][CH:7]([C:11]2[CH:16]=[CH:15][C:14]([N+:17]([O-:19])=[O:18])=[CH:13][CH:12]=2)[C:8]([NH:26][C:27]2[CH:32]=[CH:31][CH:30]=[CH:29][N:28]=2)=[O:10])[CH2:2][CH2:3][CH2:4][CH2:5]1. The reactants are [CH:1]1([CH2:6][CH:7]([C:11]2[CH:16]=[CH:15][C:14]([N+:17]([O-:19])=[O:18])=[CH:13][CH:12]=2)[C:8]([OH:10])=O)[CH2:5][CH2:4][CH2:3][CH2:2]1.C(Cl)(=O)C(Cl)=O.[NH2:26][C:27]1[CH:32]=[CH:31][CH:30]=[CH:29][N:28]=1.C(N(CC)C(C)C)(C)C. The yield is 0.325. (4) The reactants are [C:1](OC(=O)C)(=[O:3])[CH3:2].[I:8][C:9]1[C:14]2[O:15][CH2:16][O:17][C:13]=2[C:12]([NH2:18])=[CH:11][CH:10]=1.O. The catalyst is C(O)(=O)C. The product is [I:8][C:9]1[C:14]2[O:15][CH2:16][O:17][C:13]=2[C:12]([NH:18][C:1](=[O:3])[CH3:2])=[CH:11][CH:10]=1. The yield is 0.926. (5) The reactants are Cl[C:2]1[C:3](=[O:18])[N:4]([CH:15]([CH3:17])[CH3:16])[S:5](=[O:14])(=[O:13])[C:6]=1[C:7]1[CH:12]=[CH:11][CH:10]=[CH:9][CH:8]=1.[Cl:19][C:20]1[C:21]([N:30]2[CH2:35][CH2:34][CH:33]([NH2:36])[CH2:32][CH2:31]2)=[N:22][CH:23]=[C:24]([C:26]([F:29])([F:28])[F:27])[CH:25]=1. The catalyst is CC#N. The product is [Cl:19][C:20]1[C:21]([N:30]2[CH2:31][CH2:32][CH:33]([NH:36][C:2]3[C:3](=[O:18])[N:4]([CH:15]([CH3:17])[CH3:16])[S:5](=[O:14])(=[O:13])[C:6]=3[C:7]3[CH:12]=[CH:11][CH:10]=[CH:9][CH:8]=3)[CH2:34][CH2:35]2)=[N:22][CH:23]=[C:24]([C:26]([F:28])([F:29])[F:27])[CH:25]=1. The yield is 0.930. (6) The reactants are C(OC([N:8]1[CH2:13][CH2:12][C:11]2[N:14]([CH2:36][CH:37]([OH:51])[CH2:38][N:39]3[CH2:44][CH2:43][CH:42]([N:45]4[CH2:49][CH2:48][CH2:47][C:46]4=[O:50])[CH2:41][CH2:40]3)[N:15]=[C:16]([C:17]3[CH:22]=[CH:21][C:20]([C:23]([F:26])([F:25])[F:24])=[C:19]([S:27][CH2:28][CH2:29][N:30]4[CH2:35][CH2:34][CH2:33][CH2:32][CH2:31]4)[CH:18]=3)[C:10]=2[CH2:9]1)=O)(C)(C)C.Cl. The catalyst is C(Cl)Cl. The product is [OH:51][CH:37]([CH2:36][N:14]1[C:11]2[CH2:12][CH2:13][NH:8][CH2:9][C:10]=2[C:16]([C:17]2[CH:22]=[CH:21][C:20]([C:23]([F:24])([F:26])[F:25])=[C:19]([S:27][CH2:28][CH2:29][N:30]3[CH2:31][CH2:32][CH2:33][CH2:34][CH2:35]3)[CH:18]=2)=[N:15]1)[CH2:38][N:39]1[CH2:44][CH2:43][CH:42]([N:45]2[CH2:49][CH2:48][CH2:47][C:46]2=[O:50])[CH2:41][CH2:40]1. The yield is 1.00.